Dataset: Reaction yield outcomes from USPTO patents with 853,638 reactions. Task: Predict the reaction yield, written as a fraction of the theoretical maximum amount of product (1.0 means a 100% yield; for example, 0.34 means a 34% yield). (1) The reactants are [Br:1][C:2]1[CH:3]=[C:4]2[C:9](=[CH:10][CH:11]=1)[N:8]=[CH:7][C:6]([C:12]([CH:14]1[CH2:16][CH2:15]1)=[O:13])=[C:5]2Cl.[NH2:18][C:19]1[CH:20]=[CH:21][C:22]([NH:25][CH:26]2[CH2:30][CH2:29][N:28]([C:31]([O:33][C:34]([CH3:37])([CH3:36])[CH3:35])=[O:32])[CH2:27]2)=[N:23][CH:24]=1. No catalyst specified. The product is [Br:1][C:2]1[CH:3]=[C:4]2[C:9](=[CH:10][CH:11]=1)[N:8]=[CH:7][C:6]([C:12]([CH:14]1[CH2:16][CH2:15]1)=[O:13])=[C:5]2[NH:18][C:19]1[CH:20]=[CH:21][C:22]([NH:25][CH:26]2[CH2:30][CH2:29][N:28]([C:31]([O:33][C:34]([CH3:37])([CH3:36])[CH3:35])=[O:32])[CH2:27]2)=[N:23][CH:24]=1. The yield is 0.980. (2) The reactants are [OH:1][CH2:2][CH2:3][CH2:4][C:5]1[CH:6]=[C:7]([NH:12][C:13]2[N:14]=[CH:15][C:16]3[CH2:17][C:18](=[O:32])[NH:19][C:20]4[CH:27]=[C:26]([C:28]([F:31])([F:30])[F:29])[CH:25]=[CH:24][C:21]=4[C:22]=3[N:23]=2)[C:8]([CH3:11])=[N:9][CH:10]=1.N1C=CN=C1.[Si:38](Cl)([C:41]([CH3:44])([CH3:43])[CH3:42])([CH3:40])[CH3:39]. The catalyst is C1COCC1. The product is [Si:38]([O:1][CH2:2][CH2:3][CH2:4][C:5]1[CH:6]=[C:7]([NH:12][C:13]2[N:14]=[CH:15][C:16]3[CH2:17][C:18](=[O:32])[NH:19][C:20]4[CH:27]=[C:26]([C:28]([F:31])([F:30])[F:29])[CH:25]=[CH:24][C:21]=4[C:22]=3[N:23]=2)[C:8]([CH3:11])=[N:9][CH:10]=1)([C:41]([CH3:44])([CH3:43])[CH3:42])([CH3:40])[CH3:39]. The yield is 0.510. (3) The reactants are [CH2:1]([O:5][C:6]1[CH:13]=[CH:12][C:9]([CH:10]=O)=[CH:8][CH:7]=1)[CH2:2][CH2:3][CH3:4].[CH3:14][C:15]([C:17]1[CH:22]=[C:21]([O:23][CH3:24])[C:20]([O:25][CH3:26])=[C:19]([O:27][CH3:28])[CH:18]=1)=[O:16].[OH-].[Na+]. The catalyst is CO. The product is [CH2:1]([O:5][C:6]1[CH:13]=[CH:12][C:9](/[CH:10]=[CH:14]/[C:15]([C:17]2[CH:18]=[C:19]([O:27][CH3:28])[C:20]([O:25][CH3:26])=[C:21]([O:23][CH3:24])[CH:22]=2)=[O:16])=[CH:8][CH:7]=1)[CH2:2][CH2:3][CH3:4]. The yield is 0.850.